The task is: Predict the product of the given reaction.. This data is from Forward reaction prediction with 1.9M reactions from USPTO patents (1976-2016). The product is: [F:1][C:2]([F:7])([F:6])[C:3]([OH:5])=[O:4].[F:8][C:9]([F:14])([F:13])[C:10]([OH:12])=[O:11].[Cl:22][C:23]1[CH:24]=[N:25][C:26]2[NH:27][C:28]3[CH:29]=[N:30][CH:31]=[C:32]([CH:54]=3)[CH2:33][CH2:34][C:35]3[CH:43]=[C:39]([NH:40][C:41]=1[N:42]=2)[CH:38]=[CH:37][C:36]=3[NH:44][C:45](=[O:53])[CH2:46][CH:47]1[CH2:52][CH2:51][N:50]([C:56]([NH:55][C:58]2[CH:63]=[CH:62][CH:61]=[C:60]([CH3:64])[CH:59]=2)=[O:57])[CH2:49][CH2:48]1. Given the reactants [F:1][C:2]([F:7])([F:6])[C:3]([OH:5])=[O:4].[F:8][C:9]([F:14])([F:13])[C:10]([OH:12])=[O:11].FC(F)(F)C(O)=O.[Cl:22][C:23]1[CH:24]=[N:25][C:26]2[NH:27][C:28]3[CH:29]=[N:30][CH:31]=[C:32]([CH:54]=3)[CH2:33][CH2:34][C:35]3[CH:43]=[C:39]([NH:40][C:41]=1[N:42]=2)[CH:38]=[CH:37][C:36]=3[NH:44][C:45](=[O:53])[CH2:46][CH:47]1[CH2:52][CH2:51][NH:50][CH2:49][CH2:48]1.[N:55]([C:58]1[CH:63]=[CH:62][CH:61]=[C:60]([CH3:64])[CH:59]=1)=[C:56]=[O:57], predict the reaction product.